Predict the reactants needed to synthesize the given product. From a dataset of Full USPTO retrosynthesis dataset with 1.9M reactions from patents (1976-2016). Given the product [CH3:18][O:19][C:9](=[O:2])[C:8]1[CH:7]=[C:6]([F:5])[C:13]([N+:14]([O-:16])=[O:15])=[C:12]([F:17])[CH:11]=1, predict the reactants needed to synthesize it. The reactants are: S(Cl)(Cl)=[O:2].[F:5][C:6]1[CH:7]=[C:8]([CH:11]=[C:12]([F:17])[C:13]=1[N+:14]([O-:16])=[O:15])[C:9]#N.[CH3:18][OH:19].